Dataset: Peptide-MHC class I binding affinity with 185,985 pairs from IEDB/IMGT. Task: Regression. Given a peptide amino acid sequence and an MHC pseudo amino acid sequence, predict their binding affinity value. This is MHC class I binding data. (1) The peptide sequence is KEFTRPLISG. The MHC is HLA-B18:01 with pseudo-sequence HLA-B18:01. The binding affinity (normalized) is 0. (2) The peptide sequence is ITKEKKEEL. The MHC is HLA-A01:01 with pseudo-sequence HLA-A01:01. The binding affinity (normalized) is 0.0847.